From a dataset of Retrosynthesis with 50K atom-mapped reactions and 10 reaction types from USPTO. Predict the reactants needed to synthesize the given product. (1) Given the product Nc1nc(Cl)ccc1C(=O)NCc1ccc(Oc2ccccc2)s1, predict the reactants needed to synthesize it. The reactants are: NCc1ccc(Oc2ccccc2)s1.Nc1nc(Cl)ccc1C(=O)O. (2) Given the product C=CC(=O)Nc1cccc(-c2c(COC(C)=O)ccc3cnc(Nc4ccc(N5CCN(C)CC5)cc4)nc23)c1, predict the reactants needed to synthesize it. The reactants are: C=CC(=O)Cl.CC(=O)OCc1ccc2cnc(Nc3ccc(N4CCN(C)CC4)cc3)nc2c1-c1cccc(N)c1. (3) Given the product COC(=O)c1sc(-c2ccc(Cl)cc2)cc1C#C[Si](C)(C)C, predict the reactants needed to synthesize it. The reactants are: C#C[Si](C)(C)C.COC(=O)c1sc(-c2ccc(Cl)cc2)cc1Br.